This data is from Forward reaction prediction with 1.9M reactions from USPTO patents (1976-2016). The task is: Predict the product of the given reaction. The product is: [F:14][C:9]1[C:8]([CH3:15])=[C:7]([CH:12]=[CH:11][C:10]=1[F:13])[C:16]([OH:18])=[O:17]. Given the reactants CC([Mg]Cl)C.Br[C:7]1[CH:12]=[CH:11][C:10]([F:13])=[C:9]([F:14])[C:8]=1[CH3:15].[C:16](=[O:18])=[O:17].Cl, predict the reaction product.